Dataset: CYP2D6 inhibition data for predicting drug metabolism from PubChem BioAssay. Task: Regression/Classification. Given a drug SMILES string, predict its absorption, distribution, metabolism, or excretion properties. Task type varies by dataset: regression for continuous measurements (e.g., permeability, clearance, half-life) or binary classification for categorical outcomes (e.g., BBB penetration, CYP inhibition). Dataset: cyp2d6_veith. (1) The drug is C=CCn1c(-c2cccn(Cc3ccccc3)c2=O)n[nH]c1=S. The result is 0 (non-inhibitor). (2) The result is 0 (non-inhibitor). The compound is C#CCCCO/N=C1\[C@@H]2CCn3c(=O)n([C@@H](CC)c4ccccc4)c(=O)n3[C@H]2[C@H](O)[C@H]2O[C@H]12. (3) The compound is O=C(Nc1ccc(N=Nc2ccccc2)cc1)c1ccc(Cl)cc1Cl. The result is 0 (non-inhibitor). (4) The molecule is Cc1ccc(NC(CNS(=O)(=O)c2ccc(Cl)cc2)c2ccccc2)cc1. The result is 1 (inhibitor). (5) The compound is C[C@@H]([C@H](O)c1ccc(O)cc1)N1CCC(Cc2ccccc2)CC1. The result is 1 (inhibitor). (6) The molecule is O=C(Cc1cc(=O)[nH][nH]1)N/N=C/C(Cl)=C/c1ccccc1. The result is 0 (non-inhibitor).